From a dataset of Full USPTO retrosynthesis dataset with 1.9M reactions from patents (1976-2016). Predict the reactants needed to synthesize the given product. Given the product [C:37]([CH2:36][O:1][C:2]1[C:3]([C:29]2[CH:30]=[CH:31][CH:32]=[CH:33][CH:34]=2)=[C:4]2[C:9](=[CH:10][CH:11]=1)[CH:8]=[C:7]([CH2:12][NH:13][C:14]([C:16]1[C:20]3[CH:21]=[CH:22][CH:23]=[CH:24][C:19]=3[O:18][C:17]=1[CH2:25][CH2:26][CH2:27][CH3:28])=[O:15])[CH:6]=[CH:5]2)#[N:38], predict the reactants needed to synthesize it. The reactants are: [OH:1][C:2]1[C:3]([C:29]2[CH:34]=[CH:33][CH:32]=[CH:31][CH:30]=2)=[C:4]2[C:9](=[CH:10][CH:11]=1)[CH:8]=[C:7]([CH2:12][NH:13][C:14]([C:16]1[C:20]3[CH:21]=[CH:22][CH:23]=[CH:24][C:19]=3[O:18][C:17]=1[CH2:25][CH2:26][CH2:27][CH3:28])=[O:15])[CH:6]=[CH:5]2.Br[CH2:36][C:37]#[N:38].C(=O)([O-])[O-].[K+].[K+].